From a dataset of Reaction yield outcomes from USPTO patents with 853,638 reactions. Predict the reaction yield, written as a fraction of the theoretical maximum amount of product (1.0 means a 100% yield; for example, 0.34 means a 34% yield). The reactants are Cl[C:2]1[CH:7]=[CH:6][N:5]=[C:4]([NH:8][C:9]2[CH:16]=[CH:15][C:12]([C:13]#[N:14])=[CH:11][CH:10]=2)[N:3]=1.[Br:17][C:18]1[CH:23]=[C:22]([CH3:24])[CH:21]=[C:20]([Br:25])[C:19]=1[NH2:26].Cl. The catalyst is C(OCC)C.O1CCOCC1. The product is [Br:17][C:18]1[CH:23]=[C:22]([CH3:24])[CH:21]=[C:20]([Br:25])[C:19]=1[NH:26][C:2]1[CH:7]=[CH:6][N:5]=[C:4]([NH:8][C:9]2[CH:16]=[CH:15][C:12]([C:13]#[N:14])=[CH:11][CH:10]=2)[N:3]=1. The yield is 0.159.